The task is: Predict the product of the given reaction.. This data is from Forward reaction prediction with 1.9M reactions from USPTO patents (1976-2016). (1) Given the reactants O[Li].O.[C:4]([O:8][C:9]([NH:11][CH2:12][CH:13]([CH2:19][C:20]1[CH:25]=[CH:24][C:23]([Cl:26])=[C:22]([F:27])[CH:21]=1)[C:14]([O:16]CC)=[O:15])=[O:10])([CH3:7])([CH3:6])[CH3:5], predict the reaction product. The product is: [C:4]([O:8][C:9]([NH:11][CH2:12][CH:13]([CH2:19][C:20]1[CH:25]=[CH:24][C:23]([Cl:26])=[C:22]([F:27])[CH:21]=1)[C:14]([OH:16])=[O:15])=[O:10])([CH3:7])([CH3:5])[CH3:6]. (2) Given the reactants [ClH:1].[N:2]12[CH2:9][CH2:8][CH:5]([CH2:6][CH2:7]1)[C@H:4]([NH:10][C:11]([C:13]1[O:14][C:15]3[C:21]([C:22]4[CH:23]=[C:24]([CH:28]=[CH:29][CH:30]=4)[C:25]([OH:27])=O)=[CH:20][CH:19]=[CH:18][C:16]=3[CH:17]=1)=[O:12])[CH2:3]2.[CH3:31][O:32][CH2:33][CH2:34][CH2:35][NH2:36], predict the reaction product. The product is: [ClH:1].[N:2]12[CH2:9][CH2:8][CH:5]([CH2:6][CH2:7]1)[C@H:4]([NH:10][C:11]([C:13]1[O:14][C:15]3[C:21]([C:22]4[CH:30]=[CH:29][CH:28]=[C:24]([C:25]([NH:36][CH2:35][CH2:34][CH2:33][O:32][CH3:31])=[O:27])[CH:23]=4)=[CH:20][CH:19]=[CH:18][C:16]=3[CH:17]=1)=[O:12])[CH2:3]2. (3) Given the reactants C[CH2:2][CH2:3]P(O)(O)=O.[C:8]([O:12][C:13]([N:15]1[CH2:20][CH2:19][CH2:18][CH2:17][C@H:16]1[C:21]([OH:23])=[O:22])=[O:14])([CH3:11])([CH3:10])[CH3:9].[NH2:24][C@@H:25]([CH2:29][C:30]1[CH:35]=[CH:34][C:33]([S:36]([C:39]2[CH:44]=[CH:43][CH:42]=[CH:41][CH:40]=2)(=[O:38])=[O:37])=[CH:32][CH:31]=1)[C:26]([NH2:28])=[O:27].C(N(CC)CC)C, predict the reaction product. The product is: [C:21]([O:23][CH2:2][CH3:3])(=[O:22])[CH3:16].[CH3:26][CH2:25][CH2:29][CH:30]([CH3:35])[CH3:31].[NH2:28][C:26](=[O:27])[C@@H:25]([NH:24][C:21]([C@@H:16]1[CH2:17][CH2:18][CH2:19][CH2:20][N:15]1[C:13]([O:12][C:8]([CH3:9])([CH3:10])[CH3:11])=[O:14])=[O:23])[CH2:29][C:30]1[CH:31]=[CH:32][C:33]([S:36]([C:39]2[CH:40]=[CH:41][CH:42]=[CH:43][CH:44]=2)(=[O:37])=[O:38])=[CH:34][CH:35]=1. (4) Given the reactants Br[C:2]1[NH:10][C:9]2[C:4](=[N:5][CH:6]=[N:7][C:8]=2[NH2:11])[N:3]=1.[NH2:12][NH2:13], predict the reaction product. The product is: [NH:12]([C:2]1[NH:3][C:4]2[C:9]([N:10]=1)=[C:8]([NH2:11])[N:7]=[CH:6][N:5]=2)[NH2:13]. (5) Given the reactants CN(C=O)C.[CH2:6]([O:8][C:9](=[O:33])[CH2:10][CH2:11][N:12]([C:26]([O:28][C:29]([CH3:32])([CH3:31])[CH3:30])=[O:27])[CH2:13][C:14]([N:16]1[C:24]2[C:19](=[CH:20][C:21]([OH:25])=[CH:22][CH:23]=2)[CH2:18][CH2:17]1)=[O:15])[CH3:7].Cl[CH2:35][C:36]1[CH:41]=[CH:40][C:39]([CH:42]([CH3:44])[CH3:43])=[C:38]([O:45][C:46]([F:49])([F:48])[F:47])[CH:37]=1.C(=O)([O-])[O-].[K+].[K+], predict the reaction product. The product is: [CH2:6]([O:8][C:9](=[O:33])[CH2:10][CH2:11][N:12]([C:26]([O:28][C:29]([CH3:32])([CH3:31])[CH3:30])=[O:27])[CH2:13][C:14]([N:16]1[C:24]2[C:19](=[CH:20][C:21]([O:25][CH2:35][C:36]3[CH:41]=[CH:40][C:39]([CH:42]([CH3:44])[CH3:43])=[C:38]([O:45][C:46]([F:47])([F:48])[F:49])[CH:37]=3)=[CH:22][CH:23]=2)[CH2:18][CH2:17]1)=[O:15])[CH3:7]. (6) Given the reactants [C:1]([C:3]1[CH:8]([C:9]2[O:17][C:16]3[CH:15]=[CH:14][N:13]=[C:12]([NH:18]C(=O)C4C=CC=CC=4)[C:11]=3[CH:10]=2)[C:7]([C:27]#[N:28])=[C:6]([CH3:29])[NH:5][C:4]=1[CH3:30])#[N:2].Cl.C(=O)([O-])[O-].[Na+].[Na+], predict the reaction product. The product is: [NH2:18][C:12]1[C:11]2[CH:10]=[C:9]([CH:8]3[C:7]([C:27]#[N:28])=[C:6]([CH3:29])[NH:5][C:4]([CH3:30])=[C:3]3[C:1]#[N:2])[O:17][C:16]=2[CH:15]=[CH:14][N:13]=1.